From a dataset of Reaction yield outcomes from USPTO patents with 853,638 reactions. Predict the reaction yield, written as a fraction of the theoretical maximum amount of product (1.0 means a 100% yield; for example, 0.34 means a 34% yield). (1) The product is [Cl:21][C:22]1[CH:23]=[C:24]([CH2:29][CH2:30][C@H:31]([NH:33][S@:34]([C:36]([CH3:37])([CH3:39])[CH3:38])=[O:35])[CH3:32])[CH:25]=[CH:26][C:27]=1[Cl:28]. The reactants are CC([S@@](N)=O)(C)C.ClC1C=C(CCC(=O)C)C=CC=1Cl.[Cl:21][C:22]1[CH:23]=[C:24]([CH2:29][CH2:30]/[C:31](=[N:33]/[S@:34]([C:36]([CH3:39])([CH3:38])[CH3:37])=[O:35])/[CH3:32])[CH:25]=[CH:26][C:27]=1[Cl:28].CCC(C)[BH-](C(C)CC)C(C)CC.[Li+]. The yield is 0.596. The catalyst is C1COCC1.C(=O)=O.C(O[Ti](OCC)(OCC)OCC)C.CO. (2) The reactants are [O:1]1[CH2:6][CH2:5][CH2:4][CH2:3][CH:2]1[O:7][CH2:8][C@H:9]1[O:13][C:12](=[O:14])[CH2:11][CH2:10]1.[CH3:15][CH2:16][Mg+].[Br-].CCOCC. The catalyst is C1COCC1.CC(O[Ti](OC(C)C)(OC(C)C)OC(C)C)C. The product is [OH:13][C@H:9]([CH2:8][O:7][CH:2]1[CH2:3][CH2:4][CH2:5][CH2:6][O:1]1)[CH2:10][CH2:11][C:12]1([OH:14])[CH2:16][CH2:15]1. The yield is 0.740. (3) The reactants are [CH:1]1([C:4]2[C:5]([N:23]([CH2:28][CH2:29][CH:30]([CH3:32])[CH3:31])[S:24]([CH3:27])(=[O:26])=[O:25])=[CH:6][C:7]3[O:11][C:10]([C:12]4[CH:17]=[CH:16][C:15]([F:18])=[CH:14][CH:13]=4)=[C:9]([C:19](=[NH:21])[NH2:20])[C:8]=3[CH:22]=2)[CH2:3][CH2:2]1.C(=O)([O-])O.[K+].Cl[CH2:39][C:40](=O)[CH3:41]. The catalyst is O1CCCC1.O.C(OCC)(=O)C. The product is [CH:1]1([C:4]2[C:5]([N:23]([CH2:28][CH2:29][CH:30]([CH3:32])[CH3:31])[S:24]([CH3:27])(=[O:26])=[O:25])=[CH:6][C:7]3[O:11][C:10]([C:12]4[CH:17]=[CH:16][C:15]([F:18])=[CH:14][CH:13]=4)=[C:9]([C:19]4[NH:20][C:40]([CH3:41])=[CH:39][N:21]=4)[C:8]=3[CH:22]=2)[CH2:2][CH2:3]1. The yield is 0.530. (4) The reactants are Cl.Cl.[F:3][C:4]1[CH:9]=[C:8]([C:10]#[N:11])[CH:7]=[CH:6][C:5]=1[C:12]1[CH:17]=[CH:16][C:15]([O:18][C:19]([F:22])([F:21])[F:20])=[C:14]([CH2:23][NH:24][C@H:25]2[CH2:30][CH2:29][NH:28][CH2:27][C@H:26]2[C:31]2[CH:36]=[CH:35][CH:34]=[CH:33][CH:32]=2)[CH:13]=1.[C:37](O)(=[O:41])[C:38]([NH2:40])=[O:39].CCN=C=NCCCN(C)C.Cl.C1C=CC2N(O)N=NC=2C=1. The catalyst is CN(C=O)C.O.CCN(CC)CC. The product is [C:10]([C:8]1[CH:7]=[CH:6][C:5]([C:12]2[CH:17]=[CH:16][C:15]([O:18][C:19]([F:21])([F:22])[F:20])=[C:14]([CH2:23][NH:24][C@H:25]3[CH2:30][CH2:29][N:28]([C:37](=[O:41])[C:38]([NH2:40])=[O:39])[CH2:27][C@H:26]3[C:31]3[CH:32]=[CH:33][CH:34]=[CH:35][CH:36]=3)[CH:13]=2)=[C:4]([F:3])[CH:9]=1)#[N:11]. The yield is 0.610. (5) The reactants are C(OC([N:8]1[CH2:13][CH2:12][N:11]([CH2:14][CH2:15][C:16](=[O:48])[NH:17][CH:18]([B:35]2[O:43]C3C(C)(C4CC(C3)C4(C)C)[O:36]2)[CH2:19][C:20]2[CH:25]=[CH:24][CH:23]=[C:22]([C:26]([O:28]C(C)(C)C)=[O:27])[C:21]=2OC)[CH2:10][CH2:9]1)=O)(C)(C)C.B(Cl)(Cl)Cl. No catalyst specified. The product is [OH:43][B:35]1[CH:18]([NH:17][C:16](=[O:48])[CH2:15][CH2:14][N:11]2[CH2:12][CH2:13][NH:8][CH2:9][CH2:10]2)[CH2:19][C:20]2[CH:25]=[CH:24][CH:23]=[C:22]([C:26]([OH:28])=[O:27])[C:21]=2[O:36]1. The yield is 0.350. (6) The reactants are [CH3:1][C:2]1[CH:3]=[C:4]([CH3:12])[C:5]2[O:9][C:8]([NH2:10])=[N:7][C:6]=2[CH:11]=1.[CH3:28][C:23]1([CH3:29])[C:24]([CH3:27])([CH3:26])[O:25][B:21]([B:21]2[O:25][C:24]([CH3:27])([CH3:26])[C:23]([CH3:29])([CH3:28])[O:22]2)[O:22]1.[C:31]([O-:34])(=O)C.[K+].C(Cl)Cl. The catalyst is CN(C=O)C. The product is [CH3:1][C:2]1[CH:3]=[C:4]([CH3:12])[C:5]2[O:9][C:8]([NH:10][C:31]([NH:7][C:6]3[CH:11]=[CH:2][C:3]([B:21]4[O:22][C:23]([CH3:28])([CH3:29])[C:24]([CH3:26])([CH3:27])[O:25]4)=[CH:4][CH:5]=3)=[O:34])=[N:7][C:6]=2[CH:11]=1. The yield is 0.770. (7) The reactants are [F:1][C:2]([F:16])([CH2:12][CH2:13][CH2:14][CH3:15])[C:3](=[O:11])[CH2:4]P(=O)(OC)OC.[OH-].[Na+].[C:19]([O:22][C@@H:23]1[C@H:27]([CH2:28][CH2:29][CH2:30][CH2:31][CH2:32][CH2:33][C:34]([O:36][CH3:37])=[O:35])[C@@H:26]([CH:38]=O)[C@H:25]([O:40][CH:41]2[CH2:46][CH2:45][CH2:44][CH2:43][O:42]2)[CH2:24]1)(=[O:21])[CH3:20].O. The catalyst is COC(C)(C)C. The product is [C:19]([O:22][C@@H:23]1[C@H:27]([CH2:28][CH2:29][CH2:30][CH2:31][CH2:32][CH2:33][C:34]([O:36][CH3:37])=[O:35])[C@@H:26](/[CH:38]=[CH:4]/[C:3](=[O:11])[C:2]([F:1])([F:16])[CH2:12][CH2:13][CH2:14][CH3:15])[C@H:25]([O:40][CH:41]2[CH2:46][CH2:45][CH2:44][CH2:43][O:42]2)[CH2:24]1)(=[O:21])[CH3:20]. The yield is 0.848. (8) The reactants are [Cl:1][C:2]1[C:26]([Cl:27])=[CH:25][CH:24]=[CH:23][C:3]=1[CH2:4][C:5]1[C:6]([O:21][CH3:22])=[N:7][NH:8][C:9]=1[N:10]1C(=O)C2C(=CC=CC=2)C1=O.O.NN. The catalyst is C1COCC1. The product is [Cl:1][C:2]1[C:26]([Cl:27])=[CH:25][CH:24]=[CH:23][C:3]=1[CH2:4][C:5]1[C:9]([NH2:10])=[N:8][NH:7][C:6]=1[O:21][CH3:22]. The yield is 0.720. (9) The reactants are [Cl:1][C:2]1[CH:7]=[CH:6][C:5]([S:8]([NH:11][C@@H:12]2[CH2:18][CH2:17][CH2:16][CH2:15][CH2:14][C@@H:13]2[CH2:19][OH:20])(=[O:10])=[O:9])=[CH:4][CH:3]=1.C(=O)([O-])[O-].[Cs+].[Cs+].Br[CH2:28][C:29]1[CH:34]=[CH:33][C:32]([C:35]2[N:39]=[CH:38][O:37][N:36]=2)=[CH:31][CH:30]=1.ClC1C=CC(S(N(CC2C=CC(C#N)=CC=2)[C@@H]2CCCCC[C@H]2CO)(=O)=O)=CC=1. No catalyst specified. The product is [O:37]1[CH:38]=[N:39][C:35]([C:32]2[CH:33]=[CH:34][C:29]([CH2:28][N:11]([C@@H:12]3[CH2:18][CH2:17][CH2:16][CH2:15][CH2:14][C@@H:13]3[CH2:19][OH:20])[S:8]([C:5]3[CH:6]=[CH:7][C:2]([Cl:1])=[CH:3][CH:4]=3)(=[O:9])=[O:10])=[CH:30][CH:31]=2)=[N:36]1. The yield is 0.0700.